From a dataset of Reaction yield outcomes from USPTO patents with 853,638 reactions. Predict the reaction yield, written as a fraction of the theoretical maximum amount of product (1.0 means a 100% yield; for example, 0.34 means a 34% yield). (1) The reactants are C(OC([N:8]1[CH2:13][CH2:12][CH:11]([CH2:14][NH:15][C:16]2[N:25]=[C:24]([N:26]([CH3:28])[CH3:27])[C:23]3[C:18](=[CH:19][CH:20]=[CH:21][CH:22]=3)[N:17]=2)[CH2:10][CH2:9]1)=O)(C)(C)C.Cl.C(N(C(C)C)CC)(C)C.[Br:39][C:40]1[CH:45]=[CH:44][C:43]([S:46](Cl)(=[O:48])=[O:47])=[C:42]([O:50][C:51]([F:54])([F:53])[F:52])[CH:41]=1. The catalyst is CCOC(C)=O.C(Cl)Cl. The product is [Br:39][C:40]1[CH:45]=[CH:44][C:43]([S:46]([N:8]2[CH2:9][CH2:10][CH:11]([CH2:14][NH:15][C:16]3[N:25]=[C:24]([N:26]([CH3:27])[CH3:28])[C:23]4[C:18](=[CH:19][CH:20]=[CH:21][CH:22]=4)[N:17]=3)[CH2:12][CH2:13]2)(=[O:48])=[O:47])=[C:42]([O:50][C:51]([F:53])([F:52])[F:54])[CH:41]=1. The yield is 0.550. (2) The reactants are C(P(C(C)(C)C)C(C)(C)C)(C)(C)C.Cl[C:15]1[CH:16]=[CH:17][C:18]2[N:22]=[CH:21][N:20]([S:23](=[O:28])(=[O:27])[N:24]([CH3:26])[CH3:25])[C:19]=2[CH:29]=1.C1(CNCC2CCCCC2)CCCCC1.[CH2:45]=[CH:46][C:47]1[CH:52]=[CH:51][CH:50]=[CH:49][CH:48]=1. The catalyst is C1C=CC(/C=C/C(/C=C/C2C=CC=CC=2)=O)=CC=1.C1C=CC(/C=C/C(/C=C/C2C=CC=CC=2)=O)=CC=1.C1C=CC(/C=C/C(/C=C/C2C=CC=CC=2)=O)=CC=1.[Pd].[Pd].O1CCOCC1. The product is [CH:45]([C:15]1[CH:16]=[CH:17][C:18]2[N:22]=[CH:21][N:20]([S:23](=[O:28])(=[O:27])[N:24]([CH3:26])[CH3:25])[C:19]=2[CH:29]=1)=[CH:46][C:47]1[CH:52]=[CH:51][CH:50]=[CH:49][CH:48]=1. The yield is 0.890. (3) The reactants are [F:1][C:2]1[CH:3]=[C:4](C=C[CH:8]=1)[NH2:5].C1(C=O)CC1.P(O)(O[C:24]1[CH:29]=[CH:28][CH:27]=[CH:26][CH:25]=1)(O[C:24]1[CH:29]=[CH:28][CH:27]=[CH:26][CH:25]=1)=O.[CH:31](/[NH:34][C:35](=[O:44])[O:36][CH2:37][C:38]1[CH:43]=[CH:42][CH:41]=[CH:40][CH:39]=1)=[CH:32]\[CH3:33]. The catalyst is ClCCl. The product is [CH:28]1([C@H:27]2[C@H:26]([CH3:25])[C@@H:31]([NH:34][C:35](=[O:44])[O:36][CH2:37][C:38]3[CH:39]=[CH:40][CH:41]=[CH:42][CH:43]=3)[C:32]3[C:4](=[CH:3][C:2]([F:1])=[CH:8][CH:33]=3)[NH:5]2)[CH2:29][CH2:24]1. The yield is 0.0600. (4) The reactants are [C:1]([C:4]1[CH:26]=[CH:25][C:7]([O:8][CH2:9][C:10]2[CH:11]=[C:12]([NH:16][C:17]3[CH:24]=[CH:23][C:20]([C:21]#[N:22])=[CH:19][CH:18]=3)[CH:13]=[CH:14][CH:15]=2)=[C:6]([CH2:27][CH2:28][CH3:29])[C:5]=1[OH:30])(=[O:3])[CH3:2].[N-:31]=[N+:32]=[N-:33].[Na+].Cl.C(N(CC)CC)C. No catalyst specified. The product is [OH:30][C:5]1[C:6]([CH2:27][CH2:28][CH3:29])=[C:7]([O:8][CH2:9][C:10]2[CH:15]=[CH:14][CH:13]=[C:12]([NH:16][C:17]3[CH:24]=[CH:23][C:20]([C:21]4[N:31]=[N:32][NH:33][N:22]=4)=[CH:19][CH:18]=3)[CH:11]=2)[CH:25]=[CH:26][C:4]=1[C:1](=[O:3])[CH3:2]. The yield is 0.290. (5) The product is [Cl:8][C:6]1[CH:5]=[CH:4][C:3]([S:9][CH2:11][C:12]2[N:13]=[CH:14][N:15]([CH2:17][CH2:18][CH3:19])[CH:16]=2)=[C:2]([CH:7]=1)[NH2:1]. The reactants are [NH2:1][C:2]1[CH:7]=[C:6]([Cl:8])[CH:5]=[CH:4][C:3]=1[SH:9].Cl[CH2:11][C:12]1[N:13]=[CH:14][N:15]([CH2:17][CH2:18][CH3:19])[CH:16]=1.C([O-])([O-])=O.[K+].[K+]. The catalyst is CN(C=O)C. The yield is 0.670. (6) The reactants are [NH2:1][CH:2]([C:6]1[CH:11]=[CH:10][C:9]([C:12]([F:15])([F:14])[F:13])=[C:8]([F:16])[CH:7]=1)[CH2:3][CH2:4][OH:5].[CH3:17][C:18]([Si:21](Cl)([CH3:23])[CH3:22])([CH3:20])[CH3:19].CCN(C(C)C)C(C)C.C(Cl)Cl. The catalyst is CN(C1C=CN=CC=1)C.O. The product is [Si:21]([O:5][CH2:4][CH2:3][CH:2]([C:6]1[CH:11]=[CH:10][C:9]([C:12]([F:13])([F:14])[F:15])=[C:8]([F:16])[CH:7]=1)[NH2:1])([C:18]([CH3:20])([CH3:19])[CH3:17])([CH3:23])[CH3:22]. The yield is 0.709.